Predict the product of the given reaction. From a dataset of Forward reaction prediction with 1.9M reactions from USPTO patents (1976-2016). (1) The product is: [C:17]([O:16][C:14]([N:11]1[CH2:12][CH2:13][C:8]2([CH3:22])[C:6]3[CH:7]=[C:2]([S:44][C:38]4[CH:43]=[CH:42][CH:41]=[CH:40][CH:39]=4)[CH:3]=[CH:4][C:5]=3[O:21][CH:9]2[CH2:10]1)=[O:15])([CH3:20])([CH3:19])[CH3:18]. Given the reactants I[C:2]1[CH:3]=[CH:4][C:5]2[O:21][CH:9]3[CH2:10][N:11]([C:14]([O:16][C:17]([CH3:20])([CH3:19])[CH3:18])=[O:15])[CH2:12][CH2:13][C:8]3([CH3:22])[C:6]=2[CH:7]=1.CC(C)([O-])C.[Na+].C(O)CO.CN(C)C=O.[C:38]1([SH:44])[CH:43]=[CH:42][CH:41]=[CH:40][CH:39]=1, predict the reaction product. (2) Given the reactants O[C:2]1[N:11]=[CH:10][C:9]2[C:4](=[CH:5][CH:6]=[CH:7][CH:8]=2)[N:3]=1.F[P-](F)(F)(F)(F)F.N1(O[P+](N(C)C)(N(C)C)N(C)C)C2C=CC=CC=2N=N1.C1CCN2C(=NCCC2)CC1.[NH:50]1[C:58]2[C:53](=[N:54][CH:55]=[CH:56][CH:57]=2)[N:52]=[N:51]1, predict the reaction product. The product is: [N:50]1[C:58]2[C:53](=[N:54][CH:55]=[CH:56][CH:57]=2)[N:52]([C:10]2[C:9]3[C:4](=[CH:5][CH:6]=[CH:7][CH:8]=3)[N:3]=[CH:2][N:11]=2)[N:51]=1. (3) Given the reactants Cl[CH2:2][CH2:3][CH2:4][CH2:5][O:6][C:7]1[CH:8]=[CH:9][C:10]2[CH2:16][CH2:15][NH:14][C:13](=[O:17])[NH:12][C:11]=2[CH:18]=1.[Cl:19][C:20]1[CH:25]=[C:24]([F:26])[CH:23]=[CH:22][C:21]=1[N:27]1[CH2:32][CH2:31][NH:30][CH2:29][CH2:28]1.C(=O)([O-])[O-].[K+].[K+], predict the reaction product. The product is: [Cl:19][C:20]1[CH:25]=[C:24]([F:26])[CH:23]=[CH:22][C:21]=1[N:27]1[CH2:28][CH2:29][N:30]([CH2:2][CH2:3][CH2:4][CH2:5][O:6][C:7]2[CH:8]=[CH:9][C:10]3[CH2:16][CH2:15][NH:14][C:13](=[O:17])[NH:12][C:11]=3[CH:18]=2)[CH2:31][CH2:32]1.